From a dataset of Full USPTO retrosynthesis dataset with 1.9M reactions from patents (1976-2016). Predict the reactants needed to synthesize the given product. Given the product [F:1][C:2]1[CH:3]=[CH:4][C:5]([C:8]2[C:16]3[C:11](=[CH:12][CH:13]=[C:14]([NH2:17])[CH:15]=3)[NH:10][N:9]=2)=[CH:6][CH:7]=1, predict the reactants needed to synthesize it. The reactants are: [F:1][C:2]1[CH:7]=[CH:6][C:5]([C:8]2[C:16]3[C:11](=[CH:12][CH:13]=[C:14]([N+:17]([O-])=O)[CH:15]=3)[N:10](COCCOC)[N:9]=2)=[CH:4][CH:3]=1.